From a dataset of Full USPTO retrosynthesis dataset with 1.9M reactions from patents (1976-2016). Predict the reactants needed to synthesize the given product. (1) Given the product [NH2:22][C:13](=[O:14])[C@@H:12]([NH:11][C:9](=[O:10])[O:8][CH2:1][C:2]1[CH:7]=[CH:6][CH:5]=[CH:4][CH:3]=1)[C@H:16]([OH:18])[CH3:17], predict the reactants needed to synthesize it. The reactants are: [CH2:1]([O:8][C:9]([NH:11][C@@H:12]([C@H:16]([OH:18])[CH3:17])[C:13](O)=[O:14])=[O:10])[C:2]1[CH:7]=[CH:6][CH:5]=[CH:4][CH:3]=1.[Cl-].[NH4+].C[N:22](C(ON1N=NC2C=CC=NC1=2)=[N+](C)C)C.F[P-](F)(F)(F)(F)F. (2) Given the product [C:1]([N:4]1[C:13]2[C:8](=[CH:9][C:10]([C:14]3[CH:15]=[N:16][N:17]([CH2:19][CH2:20][N:21]([CH3:29])[C:22](=[O:28])[O:23][C:24]([CH3:25])([CH3:26])[CH3:27])[CH:18]=3)=[CH:11][CH:12]=2)[C@H:7]([NH:30][C:33]2[N:38]=[CH:37][CH:36]=[CH:35][N:34]=2)[CH2:6][C@@H:5]1[CH3:31])(=[O:3])[CH3:2], predict the reactants needed to synthesize it. The reactants are: [C:1]([N:4]1[C:13]2[C:8](=[CH:9][C:10]([C:14]3[CH:15]=[N:16][N:17]([CH2:19][CH2:20][N:21]([CH3:29])[C:22](=[O:28])[O:23][C:24]([CH3:27])([CH3:26])[CH3:25])[CH:18]=3)=[CH:11][CH:12]=2)[C@H:7]([NH2:30])[CH2:6][C@@H:5]1[CH3:31])(=[O:3])[CH3:2].Br[C:33]1[N:38]=[CH:37][CH:36]=[CH:35][N:34]=1.CC(C)([O-])C.[Na+].C1(P(C2CCCCC2)C2C=CC=CC=2C2C(N(C)C)=CC=CC=2)CCCCC1. (3) Given the product [CH2:1]([NH:9][C:10]([CH3:15])([CH2:13][OH:14])[CH2:11][OH:12])[C:2]1[CH:7]=[CH:6][CH:5]=[CH:4][CH:3]=1, predict the reactants needed to synthesize it. The reactants are: [CH:1](=O)[C:2]1[CH:7]=[CH:6][CH:5]=[CH:4][CH:3]=1.[NH2:9][C:10]([CH3:15])([CH2:13][OH:14])[CH2:11][OH:12].[BH4-].[Na+].[OH-].[Na+]. (4) Given the product [NH2:6][C:2]([CH3:1])([CH2:3][O:4][CH2:5][C:7]#[CH:8])[CH2:12][OH:13], predict the reactants needed to synthesize it. The reactants are: [CH3:1][C:2]1([CH2:12][O:13]CC#C)[NH:6][C:5]2(CCC[CH2:8][CH2:7]2)[O:4][CH2:3]1.Cl. (5) The reactants are: [CH3:1][CH2:2][CH2:3]Br.[CH3:5][O:6][C:7](=[O:23])[C@H:8]([CH2:17][C:18]1[N:22]=[CH:21][NH:20][CH:19]=1)[NH:9][C:10]([O:12][C:13]([CH3:16])([CH3:15])[CH3:14])=[O:11].C(=O)([O-])[O-].[K+].[K+]. Given the product [C:13]([O:12][C:10]([NH:9][C@@H:8]([CH2:17][C:18]1[N:22]=[CH:21][N:20]([CH2:1][CH2:2][CH3:3])[CH:19]=1)[C:7]([O:6][CH3:5])=[O:23])=[O:11])([CH3:16])([CH3:14])[CH3:15], predict the reactants needed to synthesize it. (6) Given the product [C:1]([C:3]1[CH:4]=[C:5]([C:10]2[S:11][C:12]([C:15]3[CH:24]=[CH:23][CH:22]=[C:21]4[C:16]=3[CH2:17][CH2:18][CH2:19][C@H:20]4[NH:25][C:26](=[O:32])[O:27][C:28]([CH3:31])([CH3:30])[CH3:29])=[CH:13][N:14]=2)[CH:6]=[CH:7][C:8]=1[O:33][CH:35]([CH3:37])[CH3:36])#[N:2], predict the reactants needed to synthesize it. The reactants are: [C:1]([C:3]1[CH:4]=[C:5]([C:10]2[S:11][C:12]([C:15]3[CH:24]=[CH:23][CH:22]=[C:21]4[C:16]=3[CH2:17][CH2:18][CH2:19][C@H:20]4[NH:25][C:26](=[O:32])[O:27][C:28]([CH3:31])([CH3:30])[CH3:29])=[CH:13][N:14]=2)[CH:6]=[CH:7][C:8]=1F)#[N:2].[O:33]([CH:35]([CH3:37])[CH3:36])[Na].